From a dataset of Full USPTO retrosynthesis dataset with 1.9M reactions from patents (1976-2016). Predict the reactants needed to synthesize the given product. Given the product [C:1]([O:4][CH:5]([C:7]1[N+:17]([O-:18])=[CH:16][C:10]2[C:9]([C:8]=1[Br:26])=[CH:14][C:13]([F:15])=[CH:12][CH:11]=2)[CH3:6])(=[O:3])[CH3:2], predict the reactants needed to synthesize it. The reactants are: [C:1]([O:4][CH:5]([C:7]#[C:8][C:9]1[CH:14]=[C:13]([F:15])[CH:12]=[CH:11][C:10]=1/[CH:16]=[N:17]/[OH:18])[CH3:6])(=[O:3])[CH3:2].C1C(=O)N([Br:26])C(=O)C1.